Dataset: Full USPTO retrosynthesis dataset with 1.9M reactions from patents (1976-2016). Task: Predict the reactants needed to synthesize the given product. Given the product [Br:7][CH2:6][CH2:5][CH2:4][CH2:3][CH2:2][O:14][C:11]1[CH:10]=[CH:9][C:8]([C:15]2[CH:20]=[CH:19][CH:18]=[CH:17][CH:16]=2)=[CH:13][CH:12]=1, predict the reactants needed to synthesize it. The reactants are: Br[CH2:2][CH2:3][CH2:4][CH2:5][CH2:6][Br:7].[C:8]1([C:15]2[CH:20]=[CH:19][CH:18]=[CH:17][CH:16]=2)[CH:13]=[CH:12][C:11]([OH:14])=[CH:10][CH:9]=1.C([O-])([O-])=O.[Cs+].[Cs+].O.